This data is from Catalyst prediction with 721,799 reactions and 888 catalyst types from USPTO. The task is: Predict which catalyst facilitates the given reaction. (1) Reactant: [CH2:1]([N:3]1[CH2:8][CH2:7][C:6](=O)[CH2:5][CH2:4]1)[CH3:2].[NH2:10][C:11]1[CH:12]=[C:13]2[C:17](=[CH:18][CH:19]=1)[NH:16][N:15]=[CH:14]2.C(O)(=O)C.C(=O)([O-])O.[Na+]. Product: [CH2:1]([N:3]1[CH2:8][CH2:7][CH:6]([NH:10][C:11]2[CH:12]=[C:13]3[C:17](=[CH:18][CH:19]=2)[NH:16][N:15]=[CH:14]3)[CH2:5][CH2:4]1)[CH3:2]. The catalyst class is: 5. (2) Reactant: [NH:1]1[C:9]2[C:4](=[N:5][C:6]([C:10]([O:12][CH3:13])=[O:11])=[CH:7][CH:8]=2)[CH:3]=[CH:2]1.[C:14](O[C:14]([O:16][C:17]([CH3:20])([CH3:19])[CH3:18])=[O:15])([O:16][C:17]([CH3:20])([CH3:19])[CH3:18])=[O:15]. Product: [NH:1]1[C:9]2[C:4](=[N:5][C:6]([C:10]([O:12][CH3:13])=[O:11])=[CH:7][CH:8]=2)[CH2:3][CH2:2]1.[N:1]1([C:14]([O:16][C:17]([CH3:20])([CH3:19])[CH3:18])=[O:15])[C:9]2[C:4](=[N:5][C:6]([C:10]([O:12][CH3:13])=[O:11])=[CH:7][CH:8]=2)[CH2:3][CH2:2]1. The catalyst class is: 19. (3) Reactant: [CH2:1]([O:3][C:4]1[CH:5]=[C:6]([C@H:12]([N:18]2[C:26](=[O:27])[C:25]3[C:20](=[CH:21][CH:22]=[CH:23][C:24]=3[NH:28][C:29](=[O:31])[CH3:30])[C:19]2=[O:32])[CH2:13][S:14]([CH3:17])(=[O:16])=[O:15])[CH:7]=[CH:8][C:9]=1[O:10]C)[CH3:2].I[Si](C)(C)C. Product: [CH2:1]([O:3][C:4]1[CH:5]=[C:6]([C@H:12]([N:18]2[C:26](=[O:27])[C:25]3[C:20](=[CH:21][CH:22]=[CH:23][C:24]=3[NH:28][C:29](=[O:31])[CH3:30])[C:19]2=[O:32])[CH2:13][S:14]([CH3:17])(=[O:16])=[O:15])[CH:7]=[CH:8][C:9]=1[OH:10])[CH3:2]. The catalyst class is: 448. (4) Reactant: [F:1][C:2]1[CH:7]=[CH:6][C:5]([C@H:8]2[C:12]3([CH2:17][CH2:16][NH:15][CH2:14][CH2:13]3)[C:11](=[O:18])[NH:10][CH2:9]2)=[CH:4][CH:3]=1.O=[CH:20][CH2:21][NH:22][C:23](=[O:29])[O:24][C:25]([CH3:28])([CH3:27])[CH3:26].C1COCC1.C(O[BH-](OC(=O)C)OC(=O)C)(=O)C.[Na+]. Product: [F:1][C:2]1[CH:7]=[CH:6][C:5]([C@H:8]2[C:12]3([CH2:13][CH2:14][N:15]([CH2:20][CH2:21][NH:22][C:23](=[O:29])[O:24][C:25]([CH3:28])([CH3:27])[CH3:26])[CH2:16][CH2:17]3)[C:11](=[O:18])[NH:10][CH2:9]2)=[CH:4][CH:3]=1. The catalyst class is: 2. (5) Reactant: [S:1]1[CH:5]=[CH:4][CH:3]=[C:2]1[S:6]([N:9]1[CH2:14][CH2:13][N:12]([C:15]2[CH:20]=[CH:19][C:18]([C:21]([OH:30])([C:26]([F:29])([F:28])[F:27])[C:22]([F:25])([F:24])[F:23])=[CH:17][C:16]=2[C:31]#[C:32][CH2:33][NH:34]C(=O)OC(C)(C)C)[CH2:11][CH2:10]1)(=[O:8])=[O:7].[O:42]1CCOCC1. Product: [F:27][C:26]([F:29])([F:28])[C:21]([OH:30])=[O:42].[NH2:34][CH2:33][C:32]#[C:31][C:16]1[CH:17]=[C:18]([C:21]([OH:30])([C:26]([F:28])([F:29])[F:27])[C:22]([F:23])([F:24])[F:25])[CH:19]=[CH:20][C:15]=1[N:12]1[CH2:13][CH2:14][N:9]([S:6]([C:2]2[S:1][CH:5]=[CH:4][CH:3]=2)(=[O:8])=[O:7])[CH2:10][CH2:11]1. The catalyst class is: 33. (6) Reactant: [CH2:1]([O:3][C:4](=[O:24])[CH2:5][C:6]1[C:14]2[C:9](=[CH:10][CH:11]=[C:12]([OH:15])[CH:13]=2)[N:8]([CH2:16][C:17]2[CH:22]=[CH:21][CH:20]=[CH:19][CH:18]=2)[C:7]=1[CH3:23])[CH3:2].C([O-])([O-])=O.[K+].[K+].[CH2:31]([O:33][P:34]([CH2:39][CH2:40][CH2:41]Br)(=[O:38])[O:35][CH2:36][CH3:37])[CH3:32]. Product: [CH2:1]([O:3][C:4](=[O:24])[CH2:5][C:6]1[C:14]2[C:9](=[CH:10][CH:11]=[C:12]([O:15][CH2:41][CH2:40][CH2:39][P:34]([O:35][CH2:36][CH3:37])([O:33][CH2:31][CH3:32])=[O:38])[CH:13]=2)[N:8]([CH2:16][C:17]2[CH:18]=[CH:19][CH:20]=[CH:21][CH:22]=2)[C:7]=1[CH3:23])[CH3:2]. The catalyst class is: 18. (7) Reactant: [Br:1][C:2]1[CH:7]=[CH:6][C:5]([C:8](=[CH2:13])[C:9]([O:11][CH3:12])=[O:10])=[C:4]([N+:14]([O-:16])=[O:15])[CH:3]=1.C=O.[NH:19]([CH2:21][C:22](O)=O)[CH3:20]. Product: [Br:1][C:2]1[CH:7]=[CH:6][C:5]([C:8]2([C:9]([O:11][CH3:12])=[O:10])[CH2:22][CH2:21][N:19]([CH3:20])[CH2:13]2)=[C:4]([N+:14]([O-:16])=[O:15])[CH:3]=1. The catalyst class is: 11.